This data is from Forward reaction prediction with 1.9M reactions from USPTO patents (1976-2016). The task is: Predict the product of the given reaction. (1) Given the reactants [CH2:1]([N:5]([CH2:28][CH3:29])[C:6]1[C:7]2[C:15]([CH3:17])([CH3:16])[CH:14]([OH:18])[N:13]([C:19]3[C:24]([CH3:25])=[CH:23][C:22]([CH3:26])=[CH:21][C:20]=3[CH3:27])[C:8]=2[N:9]=[C:10]([CH3:12])[N:11]=1)[CH2:2][CH2:3][CH3:4].[H-].[Na+].[CH3:32]I, predict the reaction product. The product is: [CH2:1]([N:5]([CH2:28][CH3:29])[C:6]1[C:7]2[C:15]([CH3:16])([CH3:17])[CH:14]([O:18][CH3:32])[N:13]([C:19]3[C:24]([CH3:25])=[CH:23][C:22]([CH3:26])=[CH:21][C:20]=3[CH3:27])[C:8]=2[N:9]=[C:10]([CH3:12])[N:11]=1)[CH2:2][CH2:3][CH3:4]. (2) Given the reactants [Cl:1][C:2]1[N:3]=[C:4]([N:22]2[CH2:27][CH2:26][O:25][CH2:24][CH2:23]2)[C:5]2[S:10][C:9]([CH2:11]N3CC4(CCN(C)CC4)C3)=[CH:8][C:6]=2[N:7]=1.[N:28]1([CH:32]2[CH2:37][CH2:36][NH:35][CH2:34][CH:33]2[C:38]([NH2:40])=[O:39])[CH2:31][CH2:30][CH2:29]1, predict the reaction product. The product is: [N:28]1([C@@H:32]2[CH2:37][CH2:36][N:35]([CH2:11][C:9]3[S:10][C:5]4[C:4]([N:22]5[CH2:27][CH2:26][O:25][CH2:24][CH2:23]5)=[N:3][C:2]([Cl:1])=[N:7][C:6]=4[CH:8]=3)[CH2:34][C@H:33]2[C:38]([NH2:40])=[O:39])[CH2:31][CH2:30][CH2:29]1. (3) Given the reactants [CH2:1]([NH:8][CH:9]1[CH2:18][C:17]2[CH:16]=[N:15][C:14]3[N:19](CC4C=CC(OC)=CC=4)[N:20]=[CH:21][C:13]=3[C:12]=2[CH2:11][CH2:10]1)[C:2]1[CH:7]=[CH:6][CH:5]=[CH:4][CH:3]=1.[F:31][C:32]([F:37])([F:36])[C:33]([OH:35])=[O:34], predict the reaction product. The product is: [CH2:1]([NH:8][CH:9]1[CH2:18][C:17]2[CH:16]=[N:15][C:14]3[NH:19][N:20]=[CH:21][C:13]=3[C:12]=2[CH2:11][CH2:10]1)[C:2]1[CH:7]=[CH:6][CH:5]=[CH:4][CH:3]=1.[C:33]([OH:35])([C:32]([F:37])([F:36])[F:31])=[O:34].